Task: Predict the reactants needed to synthesize the given product.. Dataset: Full USPTO retrosynthesis dataset with 1.9M reactions from patents (1976-2016) (1) Given the product [F:1][C:2]1[CH:10]=[C:9]([O:11][CH2:12][CH2:13][C:14]([F:17])([F:16])[F:15])[CH:8]=[CH:7][C:3]=1[C:4]([NH:19][CH:20]([CH2:24][C:25]1[CH:26]=[CH:27][C:28]([O:31][C:32]([F:33])([F:34])[F:35])=[CH:29][CH:30]=1)[C:21]([OH:23])=[O:22])=[O:6], predict the reactants needed to synthesize it. The reactants are: [F:1][C:2]1[CH:10]=[C:9]([O:11][CH2:12][CH2:13][C:14]([F:17])([F:16])[F:15])[CH:8]=[CH:7][C:3]=1[C:4]([OH:6])=O.Cl.[NH2:19][CH:20]([CH2:24][C:25]1[CH:30]=[CH:29][C:28]([O:31][C:32]([F:35])([F:34])[F:33])=[CH:27][CH:26]=1)[C:21]([OH:23])=[O:22]. (2) Given the product [F:1][C:2]1[C:7]([F:8])=[CH:6][CH:5]=[CH:4][C:3]=1[C@:9]12[CH2:17][O:16][C@H:15]([CH2:18][F:19])[C@H:14]1[CH2:13][S:12][C:11]([NH2:20])=[N:10]2, predict the reactants needed to synthesize it. The reactants are: [F:1][C:2]1[C:7]([F:8])=[CH:6][CH:5]=[CH:4][C:3]=1[C@:9]12[CH2:17][O:16][C@H:15]([CH2:18][F:19])[C@H:14]1[CH2:13][S:12][C:11]([NH:20]C(=O)C1C=CC=CC=1)=[N:10]2.N12CCCN=C1CCCCC2.